Dataset: Catalyst prediction with 721,799 reactions and 888 catalyst types from USPTO. Task: Predict which catalyst facilitates the given reaction. (1) Reactant: [OH:1][CH2:2][CH2:3][CH2:4][CH2:5][O:6][CH2:7][CH2:8][CH2:9][CH2:10][OH:11].[S:12](Cl)([C:15]1[CH:21]=[CH:20][C:18]([CH3:19])=[CH:17][CH:16]=1)(=[O:14])=[O:13]. Product: [CH3:19][C:18]1[CH:20]=[CH:21][C:15]([S:12]([O:11][CH2:10][CH2:9][CH2:8][CH2:7][O:6][CH2:5][CH2:4][CH2:3][CH2:2][OH:1])(=[O:14])=[O:13])=[CH:16][CH:17]=1. The catalyst class is: 4. (2) Reactant: [C:1](Cl)(=[O:5])[C:2](Cl)=O.CS(C)=O.[N:11]1[CH:16]=[CH:15][C:14](CCCO)=[CH:13][CH:12]=1.[C:21]([O-])(O)=O.[Na+]. Product: [N:11]1[CH:12]=[CH:13][CH:14]=[C:15]([CH2:21][CH2:2][CH:1]=[O:5])[CH:16]=1. The catalyst class is: 2. (3) Reactant: [Cl:1][C:2]1[CH:11]=[C:10]2[C:5]([C:6]([N:12]3[CH2:17][CH2:16][NH:15][CH2:14][CH2:13]3)=[CH:7][CH:8]=[N:9]2)=[CH:4][CH:3]=1.[C:18]1([N:24]=[C:25]=[O:26])[CH:23]=[CH:22][CH:21]=[CH:20][CH:19]=1.CCCCCC.CCOC(C)=O. Product: [Cl:1][C:2]1[CH:11]=[C:10]2[C:5]([C:6]([N:12]3[CH2:17][CH2:16][N:15]([C:25]([NH:24][C:18]4[CH:23]=[CH:22][CH:21]=[CH:20][CH:19]=4)=[O:26])[CH2:14][CH2:13]3)=[CH:7][CH:8]=[N:9]2)=[CH:4][CH:3]=1. The catalyst class is: 1. (4) Reactant: [C:1]([CH2:4][C:5]1[CH:10]=[CH:9][CH:8]=[CH:7][C:6]=1[CH2:11][C:12](O)=[O:13])(O)=[O:2].B.[H][H]. Product: [OH:2][CH2:1][CH2:4][C:5]1[CH:10]=[CH:9][CH:8]=[CH:7][C:6]=1[CH2:11][CH2:12][OH:13]. The catalyst class is: 1. (5) Reactant: [NH2:1][C:2]1[CH:3]=[N:4][C:5]([Cl:9])=[CH:6][C:7]=1[CH3:8].[CH3:10][S:11](Cl)(=[O:13])=[O:12]. Product: [Cl:9][C:5]1[N:4]=[CH:3][C:2]([NH:1][S:11]([CH3:10])(=[O:13])=[O:12])=[C:7]([CH3:8])[CH:6]=1. The catalyst class is: 436. (6) Reactant: [C:1]([O:5][C:6]([N:8]([CH2:26][C:27]1[CH:32]=[CH:31][CH:30]=[C:29]([Cl:33])[CH:28]=1)[CH:9]([C:12]1[CH:13]=[CH:14][C:15]2[CH:16]3[CH2:25][CH2:24][CH2:23][CH:17]3[C:18](=O)[NH:19][C:20]=2[CH:21]=1)[CH2:10][CH3:11])=[O:7])([CH3:4])([CH3:3])[CH3:2].COC1C=CC(P2(SP(C3C=CC(OC)=CC=3)(=S)S2)=[S:43])=CC=1. Product: [C:1]([O:5][C:6]([N:8]([CH2:26][C:27]1[CH:32]=[CH:31][CH:30]=[C:29]([Cl:33])[CH:28]=1)[CH:9]([C:12]1[CH:13]=[CH:14][C:15]2[CH:16]3[CH2:25][CH2:24][CH2:23][CH:17]3[C:18](=[S:43])[NH:19][C:20]=2[CH:21]=1)[CH2:10][CH3:11])=[O:7])([CH3:4])([CH3:3])[CH3:2]. The catalyst class is: 1. (7) Reactant: [Cl:1][C:2]1[C:11]2[C:6](=[CH:7][CH:8]=[C:9]([I:12])[CH:10]=2)[N:5]=[CH:4][N:3]=1.Cl[C:14]1[CH:15]=[C:16]([CH:18]=[CH:19][C:20]=1[O:21][CH2:22][C:23]1[CH:28]=[CH:27][CH:26]=[C:25]([F:29])[CH:24]=1)[NH2:17]. Product: [ClH:1].[F:29][C:25]1[CH:24]=[C:23]([CH:28]=[CH:27][CH:26]=1)[CH2:22][O:21][C:20]1[CH:19]=[CH:18][C:16]([NH:17][C:2]2[C:11]3[C:6](=[CH:7][CH:8]=[C:9]([I:12])[CH:10]=3)[N:5]=[CH:4][N:3]=2)=[CH:15][CH:14]=1. The catalyst class is: 7. (8) Reactant: C([O:3][C:4]([C:6]1[C:16]2=[C:17]3[C:12](=[CH:13][CH:14]=[CH:15]2)[CH2:11][CH2:10][CH:9]([CH:18]2[CH2:22][CH2:21][CH2:20][CH2:19]2)[N:8]3[CH:7]=1)=[O:5])C.[OH-].[Na+].Cl. Product: [CH:18]1([CH:9]2[CH2:10][CH2:11][C:12]3[C:17]4=[C:16]([C:6]([C:4]([OH:5])=[O:3])=[CH:7][N:8]24)[CH:15]=[CH:14][CH:13]=3)[CH2:19][CH2:20][CH2:21][CH2:22]1. The catalyst class is: 97. (9) Reactant: [O:1]=[C:2]1[NH:7][C:6](=[S:8])[N:5]([CH2:9][C:10]2[CH:17]=[CH:16][C:15]([C:18]([F:21])([F:20])[F:19])=[CH:14][C:11]=2[CH:12]=O)[C:4]2[CH:22]=[CH:23][NH:24][C:3]1=2.[CH3:25][NH2:26].[BH4-].[Na+]. Product: [CH3:25][NH:26][CH2:12][C:11]1[CH:14]=[C:15]([C:18]([F:19])([F:21])[F:20])[CH:16]=[CH:17][C:10]=1[CH2:9][N:5]1[C:4]2[CH:22]=[CH:23][NH:24][C:3]=2[C:2](=[O:1])[NH:7][C:6]1=[S:8]. The catalyst class is: 92.